Dataset: Forward reaction prediction with 1.9M reactions from USPTO patents (1976-2016). Task: Predict the product of the given reaction. (1) Given the reactants [CH2:1]([O:8][C:9]1[CH:14]=[CH:13][C:12]([Br:15])=[CH:11][C:10]=1[CH:16]([C:20]1[CH:25]=[CH:24][CH:23]=[CH:22][CH:21]=1)[CH2:17][CH2:18][OH:19])[C:2]1[CH:7]=[CH:6][CH:5]=[CH:4][CH:3]=1.[C:26]1([CH3:36])[CH:31]=[CH:30][C:29]([S:32](Cl)(=[O:34])=[O:33])=[CH:28][CH:27]=1.N1C=CC=CC=1, predict the reaction product. The product is: [CH2:1]([O:8][C:9]1[CH:14]=[CH:13][C:12]([Br:15])=[CH:11][C:10]=1[CH:16]([C:20]1[CH:25]=[CH:24][CH:23]=[CH:22][CH:21]=1)[CH2:17][CH2:18][O:19][S:32]([C:29]1[CH:30]=[CH:31][C:26]([CH3:36])=[CH:27][CH:28]=1)(=[O:34])=[O:33])[C:2]1[CH:3]=[CH:4][CH:5]=[CH:6][CH:7]=1. (2) Given the reactants [C:1]([OH:8])(=[O:7])[CH2:2][CH2:3][C:4]([OH:6])=[O:5].[N:9]1([CH2:14][CH2:15][CH2:16][N:17]2[CH2:22][CH2:21][CH:20]([CH2:23][NH2:24])[CH2:19][CH2:18]2)[CH:13]=[CH:12][N:11]=[N:10]1.C(OCC)C, predict the reaction product. The product is: [C:1]([OH:8])(=[O:7])[CH2:2][CH2:3][C:4]([OH:6])=[O:5].[N:9]1([CH2:14][CH2:15][CH2:16][N:17]2[CH2:18][CH2:19][CH:20]([CH2:23][NH2:24])[CH2:21][CH2:22]2)[CH:13]=[CH:12][N:11]=[N:10]1. (3) Given the reactants [CH2:1]([Li])[CH2:2][CH2:3][CH3:4].[CH:6]1C2CC3C(=CC=CC=3)C=2C=CC=1.O1C(CCCCC=C)C1.C1(C)C=CC(S(Cl)(=O)=O)=CC=1.CC1C[C:43]2[S:44][C:45]3[CH:50]=[CH:49][CH:48]=[CH:47][C:46]=3[C:42]=2[CH:41]=1.CC1CC2C3C=CC=CC=3SC=2C=1.C1(C)C=CC(S(O[CH2:75][CH:76]([CH:83]2[C:95]3[CH:94]=[CH:93][CH:92]=[CH:91][C:90]=3[C:89]3[C:84]2=[CH:85][CH:86]=[CH:87][CH:88]=3)[CH2:77][CH2:78][CH2:79][CH2:80]C=C)(=O)=O)=CC=1, predict the reaction product. The product is: [CH3:4][C:3]1[C:43]2[S:44][C:45]3[CH:50]=[CH:49][CH:48]=[CH:47][C:46]=3[C:42]=2[CH2:41][C:2]=1[C:1]([CH2:80][CH2:79][CH2:78][CH2:77][CH:76]([CH:83]1[C:84]2[CH:85]=[CH:86][CH:87]=[CH:88][C:89]=2[C:90]2[C:95]1=[CH:94][CH:93]=[CH:92][CH:91]=2)[CH3:75])=[CH2:6]. (4) Given the reactants C([O:8][C:9]1[CH:14]=[CH:13][C:12]([C:15]2[C:20]([CH3:21])=[CH:19][C:18]([O:22][C@@H:23]3[CH2:27][CH2:26][O:25][CH2:24]3)=[CH:17][C:16]=2[CH3:28])=[CH:11][C:10]=1[CH2:29][O:30][C:31]1[CH:43]=[CH:42][C:34]2[C@H:35]([CH2:38][C:39]([OH:41])=[O:40])[CH2:36][O:37][C:33]=2[CH:32]=1)C1C=CC=CC=1, predict the reaction product. The product is: [OH:8][C:9]1[CH:14]=[CH:13][C:12]([C:15]2[C:20]([CH3:21])=[CH:19][C:18]([O:22][C@@H:23]3[CH2:27][CH2:26][O:25][CH2:24]3)=[CH:17][C:16]=2[CH3:28])=[CH:11][C:10]=1[CH2:29][O:30][C:31]1[CH:43]=[CH:42][C:34]2[C@H:35]([CH2:38][C:39]([OH:41])=[O:40])[CH2:36][O:37][C:33]=2[CH:32]=1.